Task: Predict the reaction yield, written as a fraction of the theoretical maximum amount of product (1.0 means a 100% yield; for example, 0.34 means a 34% yield).. Dataset: Reaction yield outcomes from USPTO patents with 853,638 reactions (1) The reactants are [CH3:1][C:2]([C:5]1[C:10]([C:11]2[CH:16]=[C:15]([O:17][CH3:18])[CH:14]=[CH:13][C:12]=2[F:19])=[CH:9][C:8]([CH2:20][O:21][C:22]2[CH:27]=[CH:26][C:25]([C@H:28](/[CH:35]=[CH:36]/[CH2:37][CH3:38])[CH2:29][C:30]([O:32]CC)=[O:31])=[CH:24][CH:23]=2)=[CH:7][CH:6]=1)([CH3:4])[CH3:3].[Li+].[OH-]. The catalyst is C1COCC1.CO. The product is [CH3:4][C:2]([C:5]1[C:10]([C:11]2[CH:16]=[C:15]([O:17][CH3:18])[CH:14]=[CH:13][C:12]=2[F:19])=[CH:9][C:8]([CH2:20][O:21][C:22]2[CH:23]=[CH:24][C:25]([C@H:28](/[CH:35]=[CH:36]/[CH2:37][CH3:38])[CH2:29][C:30]([OH:32])=[O:31])=[CH:26][CH:27]=2)=[CH:7][CH:6]=1)([CH3:1])[CH3:3]. The yield is 0.340. (2) The reactants are [O:1]=[C:2]1[CH:7]=[CH:6][N:5]([C:8]2[CH:13]=[CH:12][CH:11]=[C:10]([C:14]([F:17])([F:16])[F:15])[CH:9]=2)[N:4]=[C:3]1[C:18]([NH2:20])=[O:19].CO[CH:23](OC)[N:24]([CH3:26])[CH3:25]. No catalyst specified. The product is [CH3:23][N:24]([CH:26]=[N:20][C:18]([C:3]1[C:2](=[O:1])[CH:7]=[CH:6][N:5]([C:8]2[CH:13]=[CH:12][CH:11]=[C:10]([C:14]([F:17])([F:16])[F:15])[CH:9]=2)[N:4]=1)=[O:19])[CH3:25]. The yield is 0.760. (3) The reactants are [O:1]1[CH2:6][CH2:5][O:4][CH2:3][CH:2]1[CH:7](/[N:9]=[C:10](\[CH3:23])/[CH:11]([C:16]1[CH:21]=[CH:20][CH:19]=[CH:18][C:17]=1Br)[C:12]([O:14][CH3:15])=[O:13])[CH3:8].CC(C)([O-])C.[Na+]. The catalyst is O1CCOCC1. The product is [O:1]1[CH2:6][CH2:5][O:4][CH2:3][CH:2]1[CH:7]([N:9]1[C:21]2[C:16](=[CH:17][CH:18]=[CH:19][CH:20]=2)[C:11]([C:12]([O:14][CH3:15])=[O:13])=[C:10]1[CH3:23])[CH3:8]. The yield is 0.890. (4) The reactants are [Cl-].O[NH3+:3].[C:4](=[O:7])([O-])[OH:5].[Na+].CS(C)=O.[CH2:13]([C:17]1[N:18]=[C:19]([CH3:51])[N:20]([CH2:39][C:40]2[N:41]=[C:42]([C:45]3[CH:50]=[CH:49][CH:48]=[CH:47][N:46]=3)[S:43][CH:44]=2)[C:21](=[O:38])[C:22]=1[CH2:23][C:24]1[CH:29]=[CH:28][C:27]([C:30]2[C:31]([C:36]#[N:37])=[CH:32][CH:33]=[CH:34][CH:35]=2)=[CH:26][CH:25]=1)[CH2:14][CH2:15][CH3:16]. The catalyst is C(OCC)(=O)C. The product is [CH2:13]([C:17]1[N:18]=[C:19]([CH3:51])[N:20]([CH2:39][C:40]2[N:41]=[C:42]([C:45]3[CH:50]=[CH:49][CH:48]=[CH:47][N:46]=3)[S:43][CH:44]=2)[C:21](=[O:38])[C:22]=1[CH2:23][C:24]1[CH:29]=[CH:28][C:27]([C:30]2[CH:35]=[CH:34][CH:33]=[CH:32][C:31]=2[C:36]2[NH:3][C:4](=[O:7])[O:5][N:37]=2)=[CH:26][CH:25]=1)[CH2:14][CH2:15][CH3:16]. The yield is 0.490. (5) The reactants are O.[OH-].[Li+].[Cl:4][C:5]1[CH:10]=[CH:9][C:8](/[C:11](=[N:22]/[O:23][CH2:24][C:25]2[CH:30]=[CH:29][C:28]([O:31][CH2:32][C:33]3[N:34]=[C:35]([C:39]4[CH:44]=[CH:43][CH:42]=[CH:41][CH:40]=4)[O:36][C:37]=3[CH3:38])=[CH:27][CH:26]=2)/[CH2:12][CH2:13][CH2:14][CH2:15][CH2:16][CH2:17][C:18]([O:20]C)=[O:19])=[CH:7][CH:6]=1.O.Cl. The catalyst is O1CCCC1.CO. The product is [Cl:4][C:5]1[CH:6]=[CH:7][C:8](/[C:11](=[N:22]/[O:23][CH2:24][C:25]2[CH:30]=[CH:29][C:28]([O:31][CH2:32][C:33]3[N:34]=[C:35]([C:39]4[CH:40]=[CH:41][CH:42]=[CH:43][CH:44]=4)[O:36][C:37]=3[CH3:38])=[CH:27][CH:26]=2)/[CH2:12][CH2:13][CH2:14][CH2:15][CH2:16][CH2:17][C:18]([OH:20])=[O:19])=[CH:9][CH:10]=1. The yield is 0.890. (6) The reactants are O1CCOCC1.[CH3:7][O:8][C:9]1[C:14]([N+:15]([O-:17])=[O:16])=[CH:13][CH:12]=[CH:11][C:10]=1B1OC(C)(C)C(C)(C)O1.[CH3:27][O:28][C:29]([C:31]1[N:32]([S:37]([C:40]2[CH:45]=[CH:44][C:43]([CH3:46])=[CH:42][CH:41]=2)(=[O:39])=[O:38])[CH:33]=[C:34](I)[CH:35]=1)=[O:30].C(=O)([O-])[O-].[K+].[K+]. The catalyst is C1C=CC([P]([Pd]([P](C2C=CC=CC=2)(C2C=CC=CC=2)C2C=CC=CC=2)([P](C2C=CC=CC=2)(C2C=CC=CC=2)C2C=CC=CC=2)[P](C2C=CC=CC=2)(C2C=CC=CC=2)C2C=CC=CC=2)(C2C=CC=CC=2)C2C=CC=CC=2)=CC=1.O. The product is [CH3:27][O:28][C:29]([C:31]1[N:32]([S:37]([C:40]2[CH:41]=[CH:42][C:43]([CH3:46])=[CH:44][CH:45]=2)(=[O:38])=[O:39])[CH:33]=[C:34]([C:10]2[CH:11]=[CH:12][CH:13]=[C:14]([N+:15]([O-:17])=[O:16])[C:9]=2[O:8][CH3:7])[CH:35]=1)=[O:30]. The yield is 0.480. (7) The reactants are C(OC([N:8]1[C:16]2[C:11](=[C:12]([F:17])[CH:13]=[CH:14][CH:15]=2)[CH:10]=[C:9]1B(O)O)=O)(C)(C)C.[Cl:21][C:22]1[N:27]=[C:26](I)[C:25]([OH:29])=[CH:24][CH:23]=1.C([O-])(O)=O.[Na+]. The catalyst is O1CCOCC1.O.CCOC(C)=O.Cl[Pd](Cl)([P](C1C=CC=CC=1)(C1C=CC=CC=1)C1C=CC=CC=1)[P](C1C=CC=CC=1)(C1C=CC=CC=1)C1C=CC=CC=1. The product is [Cl:21][C:22]1[N:27]=[C:26]([C:9]2[NH:8][C:16]3[C:11]([CH:10]=2)=[C:12]([F:17])[CH:13]=[CH:14][CH:15]=3)[C:25]([OH:29])=[CH:24][CH:23]=1. The yield is 0.701.